The task is: Predict the reaction yield, written as a fraction of the theoretical maximum amount of product (1.0 means a 100% yield; for example, 0.34 means a 34% yield).. This data is from Reaction yield outcomes from USPTO patents with 853,638 reactions. (1) The reactants are C1N=CN([C:6](N2C=NC=C2)=[O:7])C=1.[C:13]1([CH2:19][CH2:20][CH2:21][CH2:22][OH:23])[CH:18]=[CH:17][CH:16]=[CH:15][CH:14]=1.[NH2:24][C@@H:25]([C:29]([OH:31])=[O:30])[C@H:26]([CH3:28])[OH:27].CCN(CC)CC. The catalyst is CN(C=O)C.O. The product is [OH:27][C@@H:26]([CH3:28])[C@@H:25]([NH:24][C:6]([O:23][CH2:22][CH2:21][CH2:20][CH2:19][C:13]1[CH:18]=[CH:17][CH:16]=[CH:15][CH:14]=1)=[O:7])[C:29]([OH:31])=[O:30]. The yield is 0.540. (2) The reactants are Cl[C:2]1[N:7]=[CH:6][N:5]=[C:4]([NH:8][C:9]2[CH:14]=[CH:13][CH:12]=[C:11]([Br:15])[CH:10]=2)[CH:3]=1.[C:16]1([NH2:23])[CH:21]=[CH:20][CH:19]=[C:18]([NH2:22])[CH:17]=1. The catalyst is CCCCO. The product is [Br:15][C:11]1[CH:10]=[C:9]([NH:8][C:4]2[N:5]=[CH:6][N:7]=[C:2]([NH:22][C:18]3[CH:17]=[C:16]([NH2:23])[CH:21]=[CH:20][CH:19]=3)[CH:3]=2)[CH:14]=[CH:13][CH:12]=1. The yield is 0.650. (3) The reactants are [CH3:1][N:2]([CH2:18][C:19]1[O:20][C:21]2[CH:28]=[CH:27][CH:26]=[CH:25][C:22]=2[C:23]=1[CH3:24])[C:3](=[O:17])/[CH:4]=[CH:5]/[C:6]1[CH:16]=[N:15][C:9]2[NH:10][CH2:11][CH2:12][NH:13][CH2:14][C:8]=2[CH:7]=1.CCN(CC)CC.[C:36](OC(=O)C)(=[O:38])[CH3:37]. The catalyst is C(Cl)Cl. The product is [C:36]([N:13]1[CH2:14][C:8]2[CH:7]=[C:6](/[CH:5]=[CH:4]/[C:3]([N:2]([CH3:1])[CH2:18][C:19]3[O:20][C:21]4[CH:28]=[CH:27][CH:26]=[CH:25][C:22]=4[C:23]=3[CH3:24])=[O:17])[CH:16]=[N:15][C:9]=2[NH:10][CH2:11][CH2:12]1)(=[O:38])[CH3:37]. The yield is 0.760. (4) The reactants are [F:1][C:2]1[CH:7]=[CH:6][C:5]([O:8][C:9](=[O:25])[N:10]([C@H:13]2[C@H:17]([C:18]3[CH:23]=[CH:22][C:21]([Cl:24])=[CH:20][CH:19]=3)[CH2:16][NH:15][CH2:14]2)[CH2:11][CH3:12])=[CH:4][CH:3]=1.[F:26][C:27]([F:44])([F:43])[C:28]1[CH:29]=[CH:30][C:31]([N:34]2[CH2:39][CH2:38][CH:37]([C:40](O)=[O:41])[CH2:36][CH2:35]2)=[N:32][CH:33]=1.CN(C(ON1N=NC2C=CC=NC1=2)=[N+](C)C)C.F[P-](F)(F)(F)(F)F.CCN(C(C)C)C(C)C. The catalyst is CN(C=O)C. The product is [F:1][C:2]1[CH:7]=[CH:6][C:5]([O:8][C:9](=[O:25])[N:10]([C@H:13]2[C@H:17]([C:18]3[CH:19]=[CH:20][C:21]([Cl:24])=[CH:22][CH:23]=3)[CH2:16][N:15]([C:40]([CH:37]3[CH2:38][CH2:39][N:34]([C:31]4[CH:30]=[CH:29][C:28]([C:27]([F:44])([F:26])[F:43])=[CH:33][N:32]=4)[CH2:35][CH2:36]3)=[O:41])[CH2:14]2)[CH2:11][CH3:12])=[CH:4][CH:3]=1. The yield is 0.660. (5) The catalyst is C(Cl)(Cl)Cl.FC(F)(F)C(O)=O. The reactants are [CH3:1][C:2]([NH:7][C:8]([O:10][CH2:11][C:12]1[CH:17]=[CH:16][CH:15]=[CH:14][CH:13]=1)=[O:9])([C:4]([OH:6])=[O:5])[CH3:3].[CH2:18]([SiH](CC)CC)C. The yield is 0.680. The product is [CH2:11]([O:10][C:8]([N:7]([CH3:18])[C:2]([CH3:1])([CH3:3])[C:4]([OH:6])=[O:5])=[O:9])[C:12]1[CH:13]=[CH:14][CH:15]=[CH:16][CH:17]=1. (6) The reactants are [CH2:1]([O:8][N:9]([C:11]1[N:16]=[C:15]([NH:17][CH2:18][CH2:19][CH3:20])[N:14]=[C:13]([NH:21][CH2:22][CH2:23][CH3:24])[N:12]=1)[CH3:10])[C:2]1[CH:7]=[CH:6][CH:5]=[CH:4][CH:3]=1.[OH:25][S:26]([OH:29])(=[O:28])=[O:27]. No catalyst specified. The product is [S:26]([OH:29])([OH:28])(=[O:27])=[O:25].[CH2:1]([O:8][N:9]([C:11]1[N:12]=[C:13]([NH:21][CH2:22][CH2:23][CH3:24])[N:14]=[C:15]([NH:17][CH2:18][CH2:19][CH3:20])[N:16]=1)[CH3:10])[C:2]1[CH:7]=[CH:6][CH:5]=[CH:4][CH:3]=1. The yield is 1.00. (7) The reactants are [CH2:1]([C:8]1[N:12]=[C:11]([CH2:13][CH2:14][C:15]([O:17]C)=[O:16])[O:10][N:9]=1)[C:2]1[CH:7]=[CH:6][CH:5]=[CH:4][CH:3]=1.[OH-].[Na+]. The catalyst is CO. The product is [CH2:1]([C:8]1[N:12]=[C:11]([CH2:13][CH2:14][C:15]([OH:17])=[O:16])[O:10][N:9]=1)[C:2]1[CH:3]=[CH:4][CH:5]=[CH:6][CH:7]=1. The yield is 0.980. (8) The reactants are [F:1][C:2]1[CH:3]=[C:4]([C:22]2[C:23]([C:28]#[N:29])=[CH:24][CH:25]=[CH:26][CH:27]=2)[CH:5]=[CH:6][C:7]=1[CH2:8][C:9]1[C:10](=[O:21])[NH:11][C:12]2[N:13]([N:18]=[CH:19][N:20]=2)[C:14]=1[CH2:15][CH2:16][CH3:17].Cl[CH2:31][O:32][CH3:33].C(=O)([O-])[O-].[K+].[K+].CN(C)C=O. The catalyst is C(OCC)(=O)C. The product is [CH3:31][O:32][CH2:33][N:11]1[C:10](=[O:21])[C:9]([CH2:8][C:7]2[CH:6]=[CH:5][C:4]([C:22]3[C:23]([C:28]#[N:29])=[CH:24][CH:25]=[CH:26][CH:27]=3)=[CH:3][C:2]=2[F:1])=[C:14]([CH2:15][CH2:16][CH3:17])[N:13]2[N:18]=[CH:19][N:20]=[C:12]12. The yield is 0.690.